From a dataset of Reaction yield outcomes from USPTO patents with 853,638 reactions. Predict the reaction yield, written as a fraction of the theoretical maximum amount of product (1.0 means a 100% yield; for example, 0.34 means a 34% yield). (1) The catalyst is C(Cl)Cl. The yield is 0.610. The product is [F:35][C:33]1[CH:34]=[C:29]([CH:30]=[C:31]([F:36])[CH:32]=1)[O:28][CH2:27][C:26]1[N:5]([C:4]2[CH:6]=[CH:7][C:8]([N:9]3[CH2:14][CH2:13][O:12][CH2:11][CH2:10]3)=[C:2]([F:1])[CH:3]=2)[C:21](=[O:20])[CH:22]=[C:23]([CH3:24])[N:25]=1. The reactants are [F:1][C:2]1[CH:3]=[C:4]([CH:6]=[CH:7][C:8]=1[N:9]1[CH2:14][CH2:13][O:12][CH2:11][CH2:10]1)[NH2:5].C[Al](C)C.C[O:20][C:21](=O)/[CH:22]=[C:23](\[NH:25][C:26](=O)[CH2:27][O:28][C:29]1[CH:34]=[C:33]([F:35])[CH:32]=[C:31]([F:36])[CH:30]=1)/[CH3:24]. (2) The reactants are [CH3:1][C:2]1[N:7]=[C:6]2[S:8][C:9]3[CH2:14][CH2:13][CH2:12][CH2:11][C:10]=3[C:5]2=[C:4]([C:15]2[CH:20]=[CH:19][C:18]([CH3:21])=[CH:17][CH:16]=2)[C:3]=1[CH2:22][C:23]([O:25][CH3:26])=[O:24].[Li+].C[Si]([N-][Si](C)(C)C)(C)C.[CH2:37]1[CH2:41]OC[CH2:38]1.ICCC. The catalyst is CN(C=O)C. The product is [CH3:1][C:2]1[N:7]=[C:6]2[S:8][C:9]3[CH2:14][CH2:13][CH2:12][CH2:11][C:10]=3[C:5]2=[C:4]([C:15]2[CH:16]=[CH:17][C:18]([CH3:21])=[CH:19][CH:20]=2)[C:3]=1[CH:22]([CH2:38][CH2:37][CH3:41])[C:23]([O:25][CH3:26])=[O:24]. The yield is 0.750.